Dataset: Experimentally validated miRNA-target interactions with 360,000+ pairs, plus equal number of negative samples. Task: Binary Classification. Given a miRNA mature sequence and a target amino acid sequence, predict their likelihood of interaction. (1) The miRNA is mmu-miR-539-5p with sequence GGAGAAAUUAUCCUUGGUGUGU. The protein sequence of the target gene is MEIKDQGAQMEPLLPTRNDEEAVVDRGGTRSILKTHFEKEDLEGHRTLFIGVHVPLGGRKSHRRHRHRGHKHRKRDRERDSGLEDGRESPSFDTPSQRVQFILGTEDDDEEHIPHDLFTELDEICWREGEDAEWRETARWLKFEEDVEDGGERWSKPYVATLSLHSLFELRSCILNGTVLLDMHANTLEEIADMVLDQQVSSGQLNEDVRHRVHEALMKQHHHQNQKKLTNRIPIVRSFADIGKKQSEPNSMDKNAGQVVSPQSAPACVENKNDVSRENSTVDFSKGLGGQQKGHTSPCG.... Result: 0 (no interaction). (2) The miRNA is hsa-miR-3622a-3p with sequence UCACCUGACCUCCCAUGCCUGU. The protein sequence of the target gene is MEKSWMLWNFVERWLIALASWSWALCRISLLPLIVTFHLYGGIILLLLIFISIAGILYKFQDVLLYFPEQPSSSRLYVPMPTGIPHENIFIRTKDGIRLNLILIRYTGDNSPYSPTIIYFHGNAGNIGHRLPNALLMLVNLKVNLLLVDYRGYGKSEGEASEEGLYLDSEAVLDYVMTRPDLDKTKIFLFGRSLGGAVAIHLASENSHRISAIMVENTFLSIPHMASTLFSFFPMRYLPLWCYKNKFLSYRKISQCRMPSLFISGLSDQLIPPVMMKQLYELSPSRTKRLAIFPDGTHND.... Result: 1 (interaction). (3) The miRNA is hsa-miR-371b-3p with sequence AAGUGCCCCCACAGUUUGAGUGC. The protein sequence of the target gene is MLAATCNKIGSPSPSPSSLSDSSSSFGKGFHPWKRSSSSSSGSCNVVGSSLSSFGVSGASRNGGSSSAAAAAAAAAAAAAALVSDSFSCGGSPGSSAFSLTSSSAAAAAAAAAAAASSSPFANDYSVFQAPGVSGGSGGGGGGGGGGSGAHSQDSSHQPVFISKVHTSVDGLQGIYPRVGMAHPYESWFKPSHPGLGAAADVGSAGASSWWDVGAGWIDVQNPNGAAALPGSLHPAAGGLQTSLHSPLGGYNSDYSGLSHSAFSSGASSHLLSPAGQHLMDGFKPVLPGSYPDSAPSPLA.... Result: 0 (no interaction). (4) The miRNA is hsa-miR-4531 with sequence AUGGAGAAGGCUUCUGA. The protein sequence of the target gene is MSRKKTPKSKGASTPAASTLPTANGARPARSGTALSGPDAPPNGPLQPGRPSLGGGVDFYDVAFKVMLVGDSGVGKTCLLVRFKDGAFLAGTFISTVGIDFRNKVLDVDGVKVKLQMWDTAGQERFRSVTHAYYRDAHALLLLYDVTNKASFDNIQAWLTEIHEYAQHDVALMLLGNKVDSAHERVVKREDGEKLAKEYGLPFMETSAKTGLNVDLAFTAIAKELKQRSMKAPSEPRFRLHDYVKREGRGASCCRP. Result: 0 (no interaction). (5) The miRNA is hsa-miR-1285-3p with sequence UCUGGGCAACAAAGUGAGACCU. The protein sequence of the target gene is MGNAQERPSETIDRERKRLVETLQADSGLLLDALLARGVLTGPEYEALDALPDAERRVRRLLLLVQGKGEAACQELLRCAQRTAGAPDPAWDWQHVGPGYRDRSYDPPCPGHWTPEAPGSGTTCPGLPRASDPDEAGGPEGSEAVQSGTPEEPEPELEAEASKEAEPEPEPEPELEPEAEAEPEPELEPEPDPEPEPDFEERDESEDS. Result: 0 (no interaction). (6) The miRNA is cel-miR-61-3p with sequence UGACUAGAACCGUUACUCAUC. The protein sequence of the target gene is MGTEAGEGITFSVPPFASVGFCTIPEGGSCRRGGGAATAAEGEPSLQPLLVPPPPPPPGSFWNVESAAAPGTSCPTTAPGSSATRGRGNSGSGGGRRTTVAYVINEASQGQLVVAESEALQSLREACEAVGATLETLHFGKLDFGETAVLDRFYNADIAVVEMSDAFRQPSLFYHLGVRESFSMANNIILYCDTNSDSLQSLKEIICQKNTVCTGNYTFIPYMVTPHNKVYCCDSSFMKGLTELMQPNFELLLGPICLPLVDRFVQLLKVAQASSSQYFRESILSDIRKARNLYTGKELA.... Result: 0 (no interaction). (7) The miRNA is hsa-miR-5585-3p with sequence CUGAAUAGCUGGGACUACAGGU. The protein sequence of the target gene is MKKEHVSHCQFSAWYPLFRSLTIKSVILPLPQNVKDYLLDDGTLVVSGREDPPTCSQSDSGNEAEETQWSDDESTATLTAPEFPEFNTQVQEAINSLGGSVFPKLNWSAPRDAYWIAMNSSLKCKTLSDIFLLFKSSDFITHDFTQPFIHCTDDSPDPCIEYELVLRKWCELIPGAEFRCFVKENKLIGISQRDYTQYYDHISKQKEEICRCIQDFFKEHLQYKFLDEDFVFDIYRDSRGKVWLIDFNPFGEVTDSLLFTWEELTSENNLRGEVTEGDAQEQDSPAFRCTNSEVTVQPSP.... Result: 0 (no interaction).